From a dataset of Catalyst prediction with 721,799 reactions and 888 catalyst types from USPTO. Predict which catalyst facilitates the given reaction. Reactant: [H-].[Na+].[CH2:3]([O:5][C:6](=[O:9])[CH2:7][SH:8])[CH3:4].Cl[C:11]1[CH:18]=[CH:17][CH:16]=[C:15]([CH3:19])[C:12]=1[C:13]#[N:14]. Product: [NH2:14][C:13]1[C:12]2[C:15]([CH3:19])=[CH:16][CH:17]=[CH:18][C:11]=2[S:8][C:7]=1[C:6]([O:5][CH2:3][CH3:4])=[O:9]. The catalyst class is: 9.